This data is from Full USPTO retrosynthesis dataset with 1.9M reactions from patents (1976-2016). The task is: Predict the reactants needed to synthesize the given product. Given the product [F:1][C:2]1[CH:10]=[CH:9][C:8]([N+:11]([O-:13])=[O:12])=[CH:7][C:3]=1[C:4]([O:6][CH3:15])=[O:5], predict the reactants needed to synthesize it. The reactants are: [F:1][C:2]1[CH:10]=[CH:9][C:8]([N+:11]([O-:13])=[O:12])=[CH:7][C:3]=1[C:4]([OH:6])=[O:5].Cl.[CH3:15]O.